This data is from Forward reaction prediction with 1.9M reactions from USPTO patents (1976-2016). The task is: Predict the product of the given reaction. Given the reactants C(N1CCN(C2SC(C(O)=O)=C(C)N=2)C1=O)C1C=CC=CC=1.[CH3:23][C:24]1[N:25]=[C:26]([N:32]2[CH2:36][CH2:35][N:34]([CH2:37][C:38]3[CH:43]=[CH:42][C:41]([O:44][C:45]([F:48])([F:47])[F:46])=[CH:40][CH:39]=3)[C:33]2=[O:49])[S:27][C:28]=1[C:29](O)=[O:30].[NH2:50][CH2:51][C@@H:52]([C:54]1[CH:59]=[CH:58][CH:57]=[CH:56][CH:55]=1)[OH:53], predict the reaction product. The product is: [OH:53][C@H:52]([C:54]1[CH:59]=[CH:58][CH:57]=[CH:56][CH:55]=1)[CH2:51][NH:50][C:29]([C:28]1[S:27][C:26]([N:32]2[CH2:36][CH2:35][N:34]([CH2:37][C:38]3[CH:43]=[CH:42][C:41]([O:44][C:45]([F:47])([F:46])[F:48])=[CH:40][CH:39]=3)[C:33]2=[O:49])=[N:25][C:24]=1[CH3:23])=[O:30].